Dataset: Forward reaction prediction with 1.9M reactions from USPTO patents (1976-2016). Task: Predict the product of the given reaction. (1) Given the reactants [H-].[Na+].CN(C=O)C.[O:8]=[C:9]1[C:18]([CH:19]=[O:20])=[CH:17][C:16]2[C:11](=[CH:12][CH:13]=[CH:14][CH:15]=2)[NH:10]1.[Cl:21][C:22]1[CH:29]=[CH:28][C:25]([CH2:26]Br)=[CH:24][CH:23]=1, predict the reaction product. The product is: [Cl:21][C:22]1[CH:29]=[CH:28][C:25]([CH2:26][N:10]2[C:11]3[C:16](=[CH:15][CH:14]=[CH:13][CH:12]=3)[CH:17]=[C:18]([CH:19]=[O:20])[C:9]2=[O:8])=[CH:24][CH:23]=1. (2) Given the reactants [N:1]1([S:11]([C:14]2[CH:22]=[CH:21][C:17]([C:18]([OH:20])=O)=[CH:16][CH:15]=2)(=[O:13])=[O:12])[C:10]2[C:5](=[CH:6][CH:7]=[CH:8][CH:9]=2)[CH2:4][CH2:3][CH2:2]1.[NH2:23][C:24]1[CH:25]=[C:26]([CH:30]=[CH:31][CH:32]=1)[C:27]([NH2:29])=[O:28], predict the reaction product. The product is: [C:27]([C:26]1[CH:25]=[C:24]([NH:23][C:18](=[O:20])[C:17]2[CH:16]=[CH:15][C:14]([S:11]([N:1]3[C:10]4[C:9](=[CH:8][CH:7]=[CH:6][CH:5]=4)[CH2:4][CH2:3][CH2:2]3)(=[O:12])=[O:13])=[CH:22][CH:21]=2)[CH:32]=[CH:31][CH:30]=1)(=[O:28])[NH2:29].